Dataset: Full USPTO retrosynthesis dataset with 1.9M reactions from patents (1976-2016). Task: Predict the reactants needed to synthesize the given product. (1) Given the product [C:1]1([CH:7]([C:11]2[CH:16]=[CH:15][CH:14]=[CH:13][CH:12]=2)[C:8]([NH:17][CH2:18][CH2:19][CH2:20][N:21]2[CH2:26][CH2:25][CH:24]([C:27]3[CH:28]=[C:29]([NH:33][C:34](=[O:39])[O:35][CH:36]([CH3:37])[CH3:38])[CH:30]=[CH:31][CH:32]=3)[CH2:23][CH2:22]2)=[O:9])[CH:6]=[CH:5][CH:4]=[CH:3][CH:2]=1, predict the reactants needed to synthesize it. The reactants are: [C:1]1([CH:7]([C:11]2[CH:16]=[CH:15][CH:14]=[CH:13][CH:12]=2)[C:8](Cl)=[O:9])[CH:6]=[CH:5][CH:4]=[CH:3][CH:2]=1.[NH2:17][CH2:18][CH2:19][CH2:20][N:21]1[CH2:26][CH2:25][CH:24]([C:27]2[CH:28]=[C:29]([NH:33][C:34](=[O:39])[O:35][CH:36]([CH3:38])[CH3:37])[CH:30]=[CH:31][CH:32]=2)[CH2:23][CH2:22]1. (2) Given the product [C:21]([C:25]1[S:24][C:3]2[C:4]3[C:9](=[CH:8][C:7]([NH:12][C:13](=[O:19])[O:14][C:15]([CH3:18])([CH3:17])[CH3:16])=[CH:6][CH:5]=3)[CH:10]=[CH:11][C:2]=2[N:1]=1)#[N:22], predict the reactants needed to synthesize it. The reactants are: [NH2:1][C:2]1[C:3](Br)=[C:4]2[C:9](=[CH:10][CH:11]=1)[CH:8]=[C:7]([NH:12][C:13](=[O:19])[O:14][C:15]([CH3:18])([CH3:17])[CH3:16])[CH:6]=[CH:5]2.[C:21]1(Cl)[C:25](Cl)=[S+:24]S[N:22]=1.[Cl-]. (3) Given the product [NH2:1][C@H:2]([C:14]([OH:16])=[O:15])[CH2:3][CH2:4][CH2:5][NH2:6], predict the reactants needed to synthesize it. The reactants are: [NH:1](C(OC(C)(C)C)=O)[C@H:2]([C:14]([OH:16])=[O:15])[CH2:3][CH2:4][CH2:5][NH:6]C(OC(C)(C)C)=O.S(O)(C)(=O)=O. (4) Given the product [NH2:10][C:5]1[CH:6]=[CH:7][CH:8]=[CH:9][C:4]=1[C:3]([OH:31])=[O:2], predict the reactants needed to synthesize it. The reactants are: C[O:2][C:3](=[O:31])[C:4]1[CH:9]=[CH:8][CH:7]=[CH:6][C:5]=1[NH:10]C(=O)C1C=CC=CC=1NC(=O)C1C=CC=CC=1[N+]([O-])=O.COC(=O)C1C=CC=CC=1NC(=O)C1C=CC=CC=1[N+]([O-])=O.[N+](C1C=CC=CC=1C(Cl)=O)([O-])=O.COC(=O)C1C=CC=CC=1NC(=O)C1C=CC=CC=1N.N1C=CC=CC=1. (5) Given the product [F:15][C:9]1[CH:8]=[C:7]([N:5]2[C:4](=[O:16])[CH2:3][CH:2]([NH:1][C:23](=[O:30])[C:24]3[CH:29]=[CH:28][CH:27]=[CH:26][CH:25]=3)[CH2:6]2)[CH:12]=[CH:11][C:10]=1[O:13][CH3:14], predict the reactants needed to synthesize it. The reactants are: [NH2:1][CH:2]1[CH2:6][N:5]([C:7]2[CH:12]=[CH:11][C:10]([O:13][CH3:14])=[C:9]([F:15])[CH:8]=2)[C:4](=[O:16])[CH2:3]1.C([O-])([O-])=O.[K+].[K+].[C:23](Cl)(=[O:30])[C:24]1[CH:29]=[CH:28][CH:27]=[CH:26][CH:25]=1.